This data is from Reaction yield outcomes from USPTO patents with 853,638 reactions. The task is: Predict the reaction yield, written as a fraction of the theoretical maximum amount of product (1.0 means a 100% yield; for example, 0.34 means a 34% yield). The reactants are [NH2:1][C@H:2]([C:7]([OH:9])=[O:8])[CH2:3][CH2:4][S:5][CH3:6].[CH3:10][O:11][C:12]1[CH:17]=[CH:16][C:15]([C:18]2[O:22][C:21](=[O:23])[C:20]3([CH2:28][CH2:27][CH2:26][CH2:25][CH2:24]3)[N:19]=2)=[CH:14][CH:13]=1. The catalyst is CN1CCOCC1. The product is [CH3:10][O:11][C:12]1[CH:13]=[CH:14][C:15]([C:18]([NH:19][C:20]2([C:21]([NH:1][C@H:2]([C:7]([OH:9])=[O:8])[CH2:3][CH2:4][S:5][CH3:6])=[O:23])[CH2:24][CH2:25][CH2:26][CH2:27][CH2:28]2)=[O:22])=[CH:16][CH:17]=1. The yield is 0.130.